Dataset: Full USPTO retrosynthesis dataset with 1.9M reactions from patents (1976-2016). Task: Predict the reactants needed to synthesize the given product. (1) Given the product [NH2:7][C:8]([CH3:27])([CH3:26])[C@H:9]([NH:14][C:15](=[O:25])[C:16]1[CH:17]=[CH:18][C:19]([C:22]#[C:23][C:4]#[C:3][C@H:2]([OH:5])[CH3:1])=[CH:20][CH:21]=1)[C:10]([O:12][CH3:13])=[O:11], predict the reactants needed to synthesize it. The reactants are: [CH3:1][C@@H:2]([OH:5])[C:3]#[CH:4].Cl.[NH2:7][C:8]([CH3:27])([CH3:26])[C@H:9]([NH:14][C:15](=[O:25])[C:16]1[CH:21]=[CH:20][C:19]([C:22]#[C:23]Br)=[CH:18][CH:17]=1)[C:10]([O:12][CH3:13])=[O:11].CO. (2) The reactants are: [CH2:1]([O:3][C@@H:4]([C@H:9](O)[C:10]1[CH:15]=[CH:14][C:13]([C:16]2[CH:21]=[CH:20][CH:19]=[C:18](CNC)[CH:17]=2)=[CH:12][CH:11]=1)[C:5]([O:7][CH3:8])=[O:6])[CH3:2].[CH2:26]([N:28](CC)[CH2:29]C)C. Given the product [CH2:1]([O:3][C@@H:4]([CH2:9][C:10]1[CH:15]=[CH:14][C:13]([C:16]2[CH:17]=[CH:18][CH:19]=[CH:20][CH:21]=2)=[CH:12][C:11]=1[CH2:26][NH:28][CH3:29])[C:5]([O:7][CH3:8])=[O:6])[CH3:2], predict the reactants needed to synthesize it.